Dataset: Catalyst prediction with 721,799 reactions and 888 catalyst types from USPTO. Task: Predict which catalyst facilitates the given reaction. (1) Reactant: Cl.[O:2]1CCO[CH:3]1[C:7]1[C:11]2[CH:12]=[CH:13][C:14]([O:16][CH3:17])=[CH:15][C:10]=2[O:9][C:8]=1[CH3:18]. Product: [CH3:17][O:16][C:14]1[CH:13]=[CH:12][C:11]2[C:7]([CH:3]=[O:2])=[C:8]([CH3:18])[O:9][C:10]=2[CH:15]=1. The catalyst class is: 1. (2) Product: [C:1]1([C:7]2[CH:38]=[CH:37][C:10]3[N:11]=[C:12]([CH2:14][C:15]4[O:19][C:18]([CH2:20][C@@H:21]5[NH:32][S:33](=[O:35])(=[O:36])[NH:34][C:22]5=[O:24])=[N:17][N:16]=4)[S:13][C:9]=3[CH:8]=2)[CH:2]=[CH:3][CH:4]=[CH:5][CH:6]=1. Reactant: [C:1]1([C:7]2[CH:38]=[CH:37][C:10]3[N:11]=[C:12]([CH2:14][C:15]4[O:19][C:18]([CH2:20][C@H:21]([NH:32][S:33](=[O:36])(=[O:35])[NH2:34])[C:22]([O:24]CC5C=CC=CC=5)=O)=[N:17][N:16]=4)[S:13][C:9]=3[CH:8]=2)[CH:6]=[CH:5][CH:4]=[CH:3][CH:2]=1.C[O-].[Na+].Cl. The catalyst class is: 92. (3) Reactant: [C:1]([C:5]([C:8]([O:11][C:12]([C:15]([C:18]([OH:20])=[O:19])([F:17])[F:16])([F:14])[F:13])([F:10])[F:9])([F:7])[F:6])([F:4])([F:3])[F:2].[C:21]([C:25]([C:28]([O:31][CH:32]([C:34]([C:37]([OH:39])=[O:38])([F:36])[F:35])[F:33])([F:30])[F:29])([F:27])[F:26])([F:24])([F:23])[F:22].[NH3:40]. Product: [C:1]([C:5]([C:8]([O:11][C:12]([C:15]([C:18]([O-:20])=[O:19])([F:17])[F:16])([F:14])[F:13])([F:10])[F:9])([F:7])[F:6])([F:4])([F:3])[F:2].[NH4+:40].[C:21]([C:25]([C:28]([O:31][CH:32]([C:34]([C:37]([O-:39])=[O:38])([F:36])[F:35])[F:33])([F:29])[F:30])([F:27])[F:26])([F:24])([F:23])[F:22].[NH4+:40]. The catalyst class is: 6. (4) Reactant: [H-].[Na+].Cl.[NH2:4][CH:5]1[CH2:14][C:13]2[C:8](=[CH:9][CH:10]=[CH:11][CH:12]=2)[NH:7][C:6]1=[O:15].[CH3:16][O:17][CH2:18][CH2:19]Br. Product: [NH2:4][CH:5]1[CH2:14][C:13]2[C:8](=[CH:9][CH:10]=[CH:11][CH:12]=2)[N:7]([CH2:19][CH2:18][O:17][CH3:16])[C:6]1=[O:15]. The catalyst class is: 31.